This data is from Forward reaction prediction with 1.9M reactions from USPTO patents (1976-2016). The task is: Predict the product of the given reaction. (1) Given the reactants C[O:2][C:3](=[O:38])[CH2:4][CH:5]([NH:16][C:17]([CH:19]1[CH2:23][CH2:22][CH2:21][N:20]1[C:24](=[O:37])[CH:25]([NH:29][C:30]([O:32][C:33]([CH3:36])([CH3:35])[CH3:34])=[O:31])[CH:26]([CH3:28])[CH3:27])=[O:18])[CH2:6][C:7]1[CH:12]=[C:11]([F:13])[C:10]([F:14])=[CH:9][C:8]=1[F:15].O[Li].O, predict the reaction product. The product is: [C:33]([O:32][C:30]([NH:29][CH:25]([CH:26]([CH3:28])[CH3:27])[C:24]([N:20]1[CH2:21][CH2:22][CH2:23][CH:19]1[C:17]([NH:16][CH:5]([CH2:6][C:7]1[CH:12]=[C:11]([F:13])[C:10]([F:14])=[CH:9][C:8]=1[F:15])[CH2:4][C:3]([OH:38])=[O:2])=[O:18])=[O:37])=[O:31])([CH3:36])([CH3:35])[CH3:34]. (2) Given the reactants [C:1](Cl)([C:16]1[CH:21]=[CH:20][CH:19]=[CH:18][CH:17]=1)([C:10]1[CH:15]=[CH:14][CH:13]=[CH:12][CH:11]=1)[C:2]1[CH:9]=[CH:8][C:5]([O:6][CH3:7])=[CH:4][CH:3]=1.[Si:23]([O:30][CH2:31][C@H:32]1[O:36][C@@H:35]([N:37]2[CH:44]=[CH:43][C:41](=[O:42])[NH:40][C:38]2=[O:39])[C@H:34]([O:45][CH3:46])[C@@H:33]1[OH:47])([C:26]([CH3:29])([CH3:28])[CH3:27])([CH3:25])[CH3:24].N1C(C)=CC(C)=CC=1C, predict the reaction product. The product is: [Si:23]([O:30][CH2:31][C@H:32]1[O:36][C@@H:35]([N:37]2[CH:44]=[CH:43][C:41](=[O:42])[NH:40][C:38]2=[O:39])[C@H:34]([O:45][CH3:46])[C@@H:33]1[O:47][C:1]([C:16]1[CH:21]=[CH:20][CH:19]=[CH:18][CH:17]=1)([C:10]1[CH:15]=[CH:14][CH:13]=[CH:12][CH:11]=1)[C:2]1[CH:9]=[CH:8][C:5]([O:6][CH3:7])=[CH:4][CH:3]=1)([C:26]([CH3:29])([CH3:28])[CH3:27])([CH3:24])[CH3:25]. (3) Given the reactants [CH3:1][C:2]1[N:3]=[C:4]2[CH:9]=[CH:8][C:7]([C:10]#[C:11][C:12]3[CH:17]=[CH:16][CH:15]=[C:14]([N:18]4[CH2:22][CH2:21][CH2:20][CH2:19]4)[N:13]=3)=[N:6][N:5]2[C:23]=1[CH3:24].C(Cl)Cl, predict the reaction product. The product is: [CH3:1][C:2]1[N:3]=[C:4]2[CH:9]=[CH:8][C:7]([CH2:10][CH2:11][C:12]3[CH:17]=[CH:16][CH:15]=[C:14]([N:18]4[CH2:22][CH2:21][CH2:20][CH2:19]4)[N:13]=3)=[N:6][N:5]2[C:23]=1[CH3:24]. (4) The product is: [F:1][C:2]1[CH:7]=[CH:6][C:5]([C@@H:8]([NH:10][C:11]2[CH:16]=[C:15]([C:17]3[CH:18]=[N:19][C:20]([OH:23])=[CH:21][CH:22]=3)[CH:14]=[C:13]([NH:25][C:26]3[CH:31]=[N:30][CH:29]=[CH:28][N:27]=3)[N:12]=2)[CH3:9])=[CH:4][CH:3]=1. Given the reactants [F:1][C:2]1[CH:7]=[CH:6][C:5]([C@@H:8]([NH:10][C:11]2[CH:16]=[C:15]([C:17]3[CH:18]=[N:19][C:20]([O:23]C)=[CH:21][CH:22]=3)[CH:14]=[C:13]([NH:25][C:26]3[CH:31]=[N:30][CH:29]=[CH:28][N:27]=3)[N:12]=2)[CH3:9])=[CH:4][CH:3]=1.[I-].[Na+].C[Si](Cl)(C)C.C(=O)(O)[O-].[Na+], predict the reaction product. (5) The product is: [C:1]([O:6][CH2:7][CH2:8][OH:9])(=[O:5])[C:2]([CH3:4])=[CH2:3].[CH3:10][N:11]([CH3:16])[C:12](=[O:15])[CH:13]=[CH2:14].[C:17]([OH:21])(=[O:20])[CH:18]=[CH2:19]. Given the reactants [C:1]([O:6][CH2:7][CH2:8][OH:9])(=[O:5])[C:2]([CH3:4])=[CH2:3].[CH3:10][N:11]([CH3:16])[C:12](=[O:15])[CH:13]=[CH2:14].[C:17]([OH:21])(=[O:20])[CH:18]=[CH2:19].N(C(C1NCCN=1)(C)C)=NC(C1NCCN=1)(C)C, predict the reaction product. (6) Given the reactants [CH3:1][N:2]1[CH2:7][CH2:6][N:5]([CH2:8][CH:9]([C:11]2[CH:16]=[CH:15][CH:14]=[CH:13][CH:12]=2)[OH:10])[CH2:4][CH2:3]1.[F:17][C:18]1[CH:23]=[CH:22][C:21](O)=[CH:20][CH:19]=1.C1(P(C2C=CC=CC=2)C2C=CC=CC=2)C=CC=CC=1.CC(OC(/N=N/C(OC(C)C)=O)=O)C, predict the reaction product. The product is: [F:17][C:18]1[CH:23]=[CH:22][C:21]([O:10][CH:9]([C:11]2[CH:16]=[CH:15][CH:14]=[CH:13][CH:12]=2)[CH2:8][N:5]2[CH2:6][CH2:7][N:2]([CH3:1])[CH2:3][CH2:4]2)=[CH:20][CH:19]=1. (7) Given the reactants [Cl:1][C:2]1[CH:7]=[C:6]([O:8][CH:9]([F:11])[F:10])[CH:5]=[CH:4][C:3]=1[C:12]1[CH:17]=[CH:16][N:15]=[C:14]([NH:18][CH:19]([CH:23]2[CH2:25][CH2:24]2)[CH2:20][CH2:21][CH3:22])[C:13]=1[NH2:26].[C:27](OC)(=[O:31])[C:28]([CH3:30])=O, predict the reaction product. The product is: [Cl:1][C:2]1[CH:7]=[C:6]([O:8][CH:9]([F:10])[F:11])[CH:5]=[CH:4][C:3]=1[C:12]1[C:13]2[N:26]=[C:28]([CH3:30])[C:27](=[O:31])[N:18]([CH:19]([CH:23]3[CH2:25][CH2:24]3)[CH2:20][CH2:21][CH3:22])[C:14]=2[N:15]=[CH:16][CH:17]=1. (8) Given the reactants B.[CH3:2][C:3]1([CH3:10])[CH2:6][CH:5]([C:7]([OH:9])=O)[CH2:4]1.[S:11](Cl)([C:14]1[CH:20]=[CH:19][C:17]([CH3:18])=[CH:16][CH:15]=1)(=[O:13])=[O:12].C([O-])(O)=O.[Na+], predict the reaction product. The product is: [CH3:18][C:17]1[CH:19]=[CH:20][C:14]([S:11]([O:9][CH2:7][CH:5]2[CH2:4][C:3]([CH3:2])([CH3:10])[CH2:6]2)(=[O:13])=[O:12])=[CH:15][CH:16]=1. (9) Given the reactants [CH3:1][N:2]1[C:6]([CH3:7])=[C:5]([CH:8]([NH:11]S(C(C)(C)C)=O)[CH2:9][CH3:10])[CH:4]=[N:3]1.[ClH:18], predict the reaction product. The product is: [ClH:18].[ClH:18].[CH3:1][N:2]1[C:6]([CH3:7])=[C:5]([CH:8]([NH2:11])[CH2:9][CH3:10])[CH:4]=[N:3]1. (10) Given the reactants [Cl:1][C:2]1[CH:7]=[CH:6][C:5]([C:8]2[CH:9]=[C:10]([F:18])[C:11]3[N:12]([C:14](I)=[CH:15][N:16]=3)[CH:13]=2)=[CH:4][CH:3]=1.[C:19]([C:21]1[CH:22]=[N:23][C:24]([NH2:27])=[N:25][CH:26]=1)#[CH:20], predict the reaction product. The product is: [Cl:1][C:2]1[CH:7]=[CH:6][C:5]([C:8]2[CH:9]=[C:10]([F:18])[C:11]3[N:12]([C:14]([C:20]#[C:19][C:21]4[CH:22]=[N:23][C:24]([NH2:27])=[N:25][CH:26]=4)=[CH:15][N:16]=3)[CH:13]=2)=[CH:4][CH:3]=1.